The task is: Predict which catalyst facilitates the given reaction.. This data is from Catalyst prediction with 721,799 reactions and 888 catalyst types from USPTO. (1) Reactant: [Br:1][C:2]1[CH:3]=[N:4][NH:5][CH:6]=1.C(N(CC)CC)C.[C:14](Cl)([C:27]1[CH:32]=[CH:31][CH:30]=[CH:29][CH:28]=1)([C:21]1[CH:26]=[CH:25][CH:24]=[CH:23][CH:22]=1)[C:15]1[CH:20]=[CH:19][CH:18]=[CH:17][CH:16]=1.O. Product: [Br:1][C:2]1[CH:3]=[N:4][N:5]([C:14]([C:15]2[CH:20]=[CH:19][CH:18]=[CH:17][CH:16]=2)([C:27]2[CH:28]=[CH:29][CH:30]=[CH:31][CH:32]=2)[C:21]2[CH:22]=[CH:23][CH:24]=[CH:25][CH:26]=2)[CH:6]=1. The catalyst class is: 9. (2) Reactant: [NH2:1][C@H:2]1[CH2:7][CH2:6][C@H:5]([NH:8][C:9]2[CH:14]=[C:13]([C:15]3[CH:20]=[CH:19][CH:18]=[C:17]([NH:21][CH2:22][C:23]4([C:29]#[N:30])[CH2:28][CH2:27][O:26][CH2:25][CH2:24]4)[N:16]=3)[C:12]([Cl:31])=[CH:11][N:10]=2)[CH2:4][CH2:3]1.C(N(CC)CC)C.Br[CH2:40][CH2:41][CH2:42][OH:43]. Product: [Cl:31][C:12]1[C:13]([C:15]2[CH:20]=[CH:19][CH:18]=[C:17]([NH:21][CH2:22][C:23]3([C:29]#[N:30])[CH2:28][CH2:27][O:26][CH2:25][CH2:24]3)[N:16]=2)=[CH:14][C:9]([NH:8][C@H:5]2[CH2:6][CH2:7][C@H:2]([NH:1][CH2:40][CH2:41][CH2:42][OH:43])[CH2:3][CH2:4]2)=[N:10][CH:11]=1. The catalyst class is: 549. (3) Product: [CH3:1][N:2]([C:4]([NH:6][C:7]([NH2:9])=[NH:8])=[NH:5])[CH3:3].[C:11]([OH:24])(=[O:23])[CH2:12][CH2:13][CH2:14][CH2:15][CH2:16][CH2:17][CH2:18][CH2:19][CH2:20][CH2:21][CH3:22]. The catalyst class is: 6. Reactant: [CH3:1][N:2]([C:4]([N:6]=[C:7]([NH2:9])[NH2:8])=[NH:5])[CH3:3].Cl.[C:11]([OH:24])(=[O:23])[CH2:12][CH2:13][CH2:14][CH2:15][CH2:16][CH2:17][CH2:18][CH2:19][CH2:20][CH2:21][CH3:22].C([O-])(=O)CCCCCCCCCCC.[Na+]. (4) Reactant: [CH2:1](Br)[C:2]1[CH:7]=[CH:6][CH:5]=[CH:4][CH:3]=1.C([O-])([O-])=O.[K+].[K+].[Cl:15][C:16]1[CH:21]=[CH:20][C:19]([CH:22]=[CH:23][C:24]([NH:26][C:27]2[CH:36]=[CH:35][C:30]([C:31]([O:33][CH3:34])=[O:32])=[C:29]([OH:37])[CH:28]=2)=[O:25])=[CH:18][CH:17]=1.C1CCN2C(=NCCC2)CC1.Cl.[N+:50]([CH3:53])([O-:52])=[O:51]. The catalyst class is: 18. Product: [CH2:1]([O:37][C:29]1[CH:28]=[C:27]([NH:26][C:24](=[O:25])[CH2:23][CH:22]([C:19]2[CH:18]=[CH:17][C:16]([Cl:15])=[CH:21][CH:20]=2)[CH2:53][N+:50]([O-:52])=[O:51])[CH:36]=[CH:35][C:30]=1[C:31]([O:33][CH3:34])=[O:32])[C:2]1[CH:7]=[CH:6][CH:5]=[CH:4][CH:3]=1. (5) Reactant: C(N(C(C)C)C(C)C)C.Br.Br.[NH2:12][C:13]1[C:17]([NH2:18])=[CH:16][S:15][CH:14]=1.[CH3:19][C:20]1[CH:25]=[CH:24][CH:23]=[C:22]([CH3:26])[C:21]=1[N:27]=[C:28]=[S:29]. Product: [NH2:12][C:13]1[C:17]([NH:18][C:28]([NH:27][C:21]2[C:20]([CH3:19])=[CH:25][CH:24]=[CH:23][C:22]=2[CH3:26])=[S:29])=[CH:16][S:15][CH:14]=1. The catalyst class is: 1. (6) Reactant: Br[CH:2]([C:7]1[CH:12]=[CH:11][CH:10]=[C:9]([Br:13])[N:8]=1)[C:3]([O:5][CH3:6])=[O:4].[NH:14]1[CH2:19][CH2:18][O:17][CH2:16][CH2:15]1.CCN(C(C)C)C(C)C. Product: [Br:13][C:9]1[N:8]=[C:7]([CH:2]([N:14]2[CH2:19][CH2:18][O:17][CH2:16][CH2:15]2)[C:3]([O:5][CH3:6])=[O:4])[CH:12]=[CH:11][CH:10]=1. The catalyst class is: 18. (7) Reactant: C(O)(=O)C.C([O-])(=O)C.[Na+].[P:10]([O:47]C(C)(C)C)([O:42]C(C)(C)C)([O:12][CH2:13][N:14]([C:32]([C:34]1[C:39]([F:40])=[CH:38][CH:37]=[CH:36][C:35]=1[F:41])=[O:33])[C:15]1[CH:16]=[N:17][N:18]([CH2:20][C:21]2[C:26]([C:27]([F:30])([F:29])[F:28])=[CH:25][CH:24]=[CH:23][C:22]=2[F:31])[CH:19]=1)=[O:11].[OH-].[Na+]. Product: [P:10]([OH:47])([OH:42])([O:12][CH2:13][N:14]([C:32]([C:34]1[C:39]([F:40])=[CH:38][CH:37]=[CH:36][C:35]=1[F:41])=[O:33])[C:15]1[CH:16]=[N:17][N:18]([CH2:20][C:21]2[C:26]([C:27]([F:30])([F:28])[F:29])=[CH:25][CH:24]=[CH:23][C:22]=2[F:31])[CH:19]=1)=[O:11]. The catalyst class is: 32.